Dataset: Peptide-MHC class II binding affinity with 134,281 pairs from IEDB. Task: Regression. Given a peptide amino acid sequence and an MHC pseudo amino acid sequence, predict their binding affinity value. This is MHC class II binding data. (1) The peptide sequence is LVGPFNFRFMSKGGMRNVFDEVIPT. The MHC is HLA-DQA10102-DQB10602 with pseudo-sequence HLA-DQA10102-DQB10602. The binding affinity (normalized) is 0.337. (2) The peptide sequence is RTLIGQEKYTDYLTV. The MHC is DRB3_0101 with pseudo-sequence DRB3_0101. The binding affinity (normalized) is 0.317. (3) The peptide sequence is YIKFLANVSTVLTGK. The MHC is DRB1_0404 with pseudo-sequence DRB1_0404. The binding affinity (normalized) is 0.375. (4) The peptide sequence is IGPEAAEAAAAAPAA. The MHC is HLA-DQA10501-DQB10301 with pseudo-sequence HLA-DQA10501-DQB10301. The binding affinity (normalized) is 0.690. (5) The peptide sequence is TPFPHRKGVLFNIQYVNYWF. The MHC is DRB5_0101 with pseudo-sequence DRB5_0101. The binding affinity (normalized) is 0.413. (6) The peptide sequence is AFKVAQTAANAAPAN. The MHC is DRB1_0802 with pseudo-sequence DRB1_0802. The binding affinity (normalized) is 0.780. (7) The peptide sequence is TDATSILGIGTVLDQAETAG. The MHC is DRB1_0701 with pseudo-sequence DRB1_0701. The binding affinity (normalized) is 0.275. (8) The peptide sequence is DIEGPPNDPVEFAIY. The MHC is DRB1_0101 with pseudo-sequence DRB1_0101. The binding affinity (normalized) is 0.185. (9) The peptide sequence is LAEGIVLASAALGPL. The MHC is HLA-DQA10303-DQB10402 with pseudo-sequence HLA-DQA10303-DQB10402. The binding affinity (normalized) is 0.449.